From a dataset of Forward reaction prediction with 1.9M reactions from USPTO patents (1976-2016). Predict the product of the given reaction. (1) Given the reactants [Cl:1][C:2]1[CH:3]=[C:4]2[C:9](=[CH:10][CH:11]=1)[CH:8]=[C:7]([S:12]([NH:15][C@H:16]1[CH2:20][CH2:19][N:18]([C@@H:21]([CH3:30])[C:22]([N:24]3[CH2:29][CH2:28][O:27][CH2:26][CH2:25]3)=[O:23])[C:17]1=[O:31])(=[O:14])=[O:13])[CH:6]=[CH:5]2.N(C(OC(C)C)=O)=NC(OC(C)C)=O.[O:46]1[CH:50]=[CH:49][C:48]([CH2:51]O)=[CH:47]1.C(P(CCCC)CCCC)CCC, predict the reaction product. The product is: [Cl:1][C:2]1[CH:3]=[C:4]2[C:9](=[CH:10][CH:11]=1)[CH:8]=[C:7]([S:12]([N:15]([CH2:51][C:48]1[CH:49]=[CH:50][O:46][CH:47]=1)[C@H:16]1[CH2:20][CH2:19][N:18]([C@@H:21]([CH3:30])[C:22]([N:24]3[CH2:29][CH2:28][O:27][CH2:26][CH2:25]3)=[O:23])[C:17]1=[O:31])(=[O:14])=[O:13])[CH:6]=[CH:5]2. (2) Given the reactants F[C:2]1[CH:3]=[C:4]([C:11]2[CH:16]=[CH:15][C:14]([C:17]([F:20])([F:19])[F:18])=[CH:13][CH:12]=2)[CH:5]=[CH:6][C:7]=1[N+:8]([O-])=O.C(N(CC)C(C)C)(C)C.[CH3:30][CH:31]([C:34](O)=[O:35])[CH2:32][NH2:33].ON1C(=O)CCC1=O.C(N=C=NC(C)C)(C)C, predict the reaction product. The product is: [CH3:30][CH:31]1[C:34](=[O:35])[NH:8][C:7]2[CH:6]=[CH:5][C:4]([C:11]3[CH:16]=[CH:15][C:14]([C:17]([F:20])([F:19])[F:18])=[CH:13][CH:12]=3)=[CH:3][C:2]=2[NH:33][CH2:32]1. (3) Given the reactants [N:1]1[CH:6]=[CH:5][CH:4]=[CH:3][C:2]=1[CH2:7][N:8]1[C:16]2[C:11](=[CH:12][C:13]([NH:17][C:18]3[C:27]4[C:26]([OH:28])=[CH:25][CH:24]=[CH:23][C:22]=4[N:21]=[CH:20][N:19]=3)=[CH:14][CH:15]=2)[CH:10]=[N:9]1.O[C@@H:30]([CH3:35])[C:31]([O:33][CH3:34])=[O:32].C1(P(C2C=CC=CC=2)C2C=CC=CC=2)C=CC=CC=1, predict the reaction product. The product is: [N:1]1[CH:6]=[CH:5][CH:4]=[CH:3][C:2]=1[CH2:7][N:8]1[C:16]2[C:11](=[CH:12][C:13]([NH:17][C:18]3[C:27]4[C:22](=[CH:23][CH:24]=[CH:25][C:26]=4[O:28][C@H:30]([CH3:35])[C:31]([O:33][CH3:34])=[O:32])[N:21]=[CH:20][N:19]=3)=[CH:14][CH:15]=2)[CH:10]=[N:9]1. (4) Given the reactants C[O:2][C:3](=[O:29])[CH2:4][CH2:5][C@H:6]([C@@H:8]1[C@:25]2([CH3:26])[C@H:11]([C@H:12]3[C@H:22]([CH2:23][CH2:24]2)[C@:20]2([CH3:21])[C@@H:15]([CH2:16][C@H:17]([OH:27])[CH2:18][CH2:19]2)[CH2:14][C:13]3=[O:28])[CH2:10][CH2:9]1)[CH3:7].[Li+].[OH-].Cl, predict the reaction product. The product is: [OH:27][C@@H:17]1[CH2:18][CH2:19][C@@:20]2([CH3:21])[C@H:15]([CH2:14][C:13](=[O:28])[C@@H:12]3[C@@H:22]2[CH2:23][CH2:24][C@@:25]2([CH3:26])[C@H:11]3[CH2:10][CH2:9][C@@H:8]2[C@H:6]([CH3:7])[CH2:5][CH2:4][C:3]([OH:29])=[O:2])[CH2:16]1. (5) Given the reactants [Mg].BrCCBr.Br[C:7]1[CH:8]=[C:9]([CH:17]=[CH2:18])[C:10]2[C:15]([CH:16]=1)=[CH:14][CH:13]=[CH:12][CH:11]=2.[O:19]=[C:20]1[CH2:24][N:23]([C:25]([O:27][C:28]([CH3:31])([CH3:30])[CH3:29])=[O:26])[C@H:22]([C:32]([O:34][CH3:35])=[O:33])[CH2:21]1, predict the reaction product. The product is: [OH:19][C@:20]1([C:7]2[CH:8]=[C:9]([CH:17]=[CH2:18])[C:10]3[C:15](=[CH:14][CH:13]=[CH:12][CH:11]=3)[CH:16]=2)[CH2:24][N:23]([C:25]([O:27][C:28]([CH3:29])([CH3:30])[CH3:31])=[O:26])[C@H:22]([C:32]([O:34][CH3:35])=[O:33])[CH2:21]1. (6) The product is: [CH3:1][C:2]1[NH:3][C:4]2[C:9]([C:10]=1[CH3:11])=[CH:8][CH:7]=[C:6]([OH:12])[CH:5]=2. Given the reactants [CH3:1][C:2]1[NH:3][C:4]2[C:9]([C:10]=1[CH3:11])=[CH:8][CH:7]=[C:6]([O:12]C)[CH:5]=2.Cl.N1C=CC=CC=1, predict the reaction product. (7) Given the reactants [C:1]([CH:3]1[CH2:6][C:5]2([CH2:10][CH2:9][N:8]([C:11]([O:13][C:14]([CH3:17])([CH3:16])[CH3:15])=[O:12])[CH2:7]2)[CH2:4]1)#[N:2], predict the reaction product. The product is: [NH2:2][CH2:1][CH:3]1[CH2:4][C:5]2([CH2:10][CH2:9][N:8]([C:11]([O:13][C:14]([CH3:17])([CH3:16])[CH3:15])=[O:12])[CH2:7]2)[CH2:6]1.